From a dataset of Peptide-MHC class I binding affinity with 185,985 pairs from IEDB/IMGT. Regression. Given a peptide amino acid sequence and an MHC pseudo amino acid sequence, predict their binding affinity value. This is MHC class I binding data. (1) The peptide sequence is IALALEQYGI. The MHC is HLA-A68:02 with pseudo-sequence HLA-A68:02. The binding affinity (normalized) is 0.263. (2) The peptide sequence is VQTAAAVVF. The MHC is HLA-B15:01 with pseudo-sequence HLA-B15:01. The binding affinity (normalized) is 0.808. (3) The MHC is HLA-A23:01 with pseudo-sequence HLA-A23:01. The peptide sequence is GYAFEHIVY. The binding affinity (normalized) is 0.707.